Dataset: NCI-60 drug combinations with 297,098 pairs across 59 cell lines. Task: Regression. Given two drug SMILES strings and cell line genomic features, predict the synergy score measuring deviation from expected non-interaction effect. Drug 1: COC1=NC(=NC2=C1N=CN2C3C(C(C(O3)CO)O)O)N. Drug 2: CC1C(C(CC(O1)OC2CC(CC3=C2C(=C4C(=C3O)C(=O)C5=CC=CC=C5C4=O)O)(C(=O)C)O)N)O. Cell line: A498. Synergy scores: CSS=66.9, Synergy_ZIP=-4.46, Synergy_Bliss=-3.45, Synergy_Loewe=-42.6, Synergy_HSA=0.213.